From a dataset of Forward reaction prediction with 1.9M reactions from USPTO patents (1976-2016). Predict the product of the given reaction. (1) Given the reactants Br[C:2]1[CH:3]=[CH:4][C:5]([Cl:22])=[C:6]([CH:21]=1)[C:7]([NH:9][CH2:10][C:11]12[CH2:20][CH:15]3[CH2:16][CH:17]([CH2:19][CH:13]([CH2:14]3)[CH2:12]1)[CH2:18]2)=[O:8].[CH2:23](C([Sn])=C(CCCC)CCCC)[CH2:24]CC.[F-].[Cs+], predict the reaction product. The product is: [Cl:22][C:5]1[CH:4]=[CH:3][C:2]([CH:23]=[CH2:24])=[CH:21][C:6]=1[C:7]([NH:9][CH2:10][C:11]12[CH2:20][CH:15]3[CH2:16][CH:17]([CH2:19][CH:13]([CH2:14]3)[CH2:12]1)[CH2:18]2)=[O:8]. (2) The product is: [NH2:46][C:39]1[O:45][N:37]=[C:36]([C:27]2[C:28]([C:31]([NH:33][CH2:34][CH3:35])=[O:32])=[N:29][O:30][C:26]=2[C:10]2[CH:11]=[C:12]([CH:23]([CH3:25])[CH3:24])[C:13]([O:15][CH2:16][C:17]3[CH:22]=[CH:21][CH:20]=[CH:19][CH:18]=3)=[CH:14][C:9]=2[O:8][CH2:1][C:2]2[CH:7]=[CH:6][CH:5]=[CH:4][CH:3]=2)[N:40]=1. Given the reactants [CH2:1]([O:8][C:9]1[CH:14]=[C:13]([O:15][CH2:16][C:17]2[CH:22]=[CH:21][CH:20]=[CH:19][CH:18]=2)[C:12]([CH:23]([CH3:25])[CH3:24])=[CH:11][C:10]=1[C:26]1[O:30][N:29]=[C:28]([C:31]([NH:33][CH2:34][CH3:35])=[O:32])[C:27]=1[C:36]1[N:40]=[C:39](C(Cl)(Cl)Cl)O[N:37]=1)[C:2]1[CH:7]=[CH:6][CH:5]=[CH:4][CH:3]=1.[OH2:45].[NH3:46], predict the reaction product. (3) Given the reactants [F:1][C:2]1[CH:7]=[CH:6][CH:5]=[CH:4][C:3]=1[S:8][CH2:9][CH2:10][C:11]([OH:13])=O, predict the reaction product. The product is: [F:1][C:2]1[CH:7]=[CH:6][CH:5]=[C:4]2[C:3]=1[S:8][CH2:9][CH2:10][C:11]2=[O:13]. (4) Given the reactants COC1C=CC(C[N:8]2[C:16]3[C:11](=[CH:12][CH:13]=[C:14]([N:17]4[CH2:22][CH2:21][NH:20][CH2:19][CH2:18]4)[CH:15]=3)[CH:10]=[N:9]2)=CC=1.O.C(Cl)Cl.CO, predict the reaction product. The product is: [N:17]1([C:14]2[CH:15]=[C:16]3[C:11]([CH:10]=[N:9][NH:8]3)=[CH:12][CH:13]=2)[CH2:22][CH2:21][NH:20][CH2:19][CH2:18]1. (5) Given the reactants [C:1]([C:3]1[C:4]2[S:25][C:24](Br)=[CH:23][C:5]=2[C:6]([NH:9][C@H:10]2[CH2:15][CH2:14][CH2:13][N:12]([C:16]([O:18][C:19]([CH3:22])([CH3:21])[CH3:20])=[O:17])[CH2:11]2)=[N:7][CH:8]=1)#[N:2].[C:27]1(B(O)O)[CH:32]=[CH:31][CH:30]=[CH:29][CH:28]=1.C(=O)([O-])[O-].[Cs+].[Cs+].O1CCOCC1, predict the reaction product. The product is: [C:1]([C:3]1[C:4]2[S:25][C:24]([C:27]3[CH:32]=[CH:31][CH:30]=[CH:29][CH:28]=3)=[CH:23][C:5]=2[C:6]([NH:9][C@H:10]2[CH2:15][CH2:14][CH2:13][N:12]([C:16]([O:18][C:19]([CH3:22])([CH3:21])[CH3:20])=[O:17])[CH2:11]2)=[N:7][CH:8]=1)#[N:2]. (6) Given the reactants [C:1](Cl)(=O)[C:2]([Cl:4])=[O:3].[CH3:7][O:8][C:9]1[CH:18]=[C:17]2[C:12](C(C(O)=O)=[CH:14][C:15]([C:19]3[CH:24]=[CH:23][CH:22]=[CH:21][CH:20]=3)=[N:16]2)=[CH:11][CH:10]=1, predict the reaction product. The product is: [CH3:7][O:8][C:9]1[CH:18]=[C:17]2[C:12]([C:1]([C:2]([Cl:4])=[O:3])=[CH:14][C:15]([C:19]3[CH:24]=[CH:23][CH:22]=[CH:21][CH:20]=3)=[N:16]2)=[CH:11][CH:10]=1. (7) Given the reactants [CH:1]1([CH2:4][NH:5][C:6]2[NH:7][C:8](=[O:40])/[C:9](=[CH:11]/[C:12]3[C:20]4[C:15](=[N:16][CH:17]=[C:18]([C:21]5[CH:26]=[CH:25][C:24]([N:27]6[CH2:32][CH2:31][N:30](C(OC(C)(C)C)=O)[CH2:29][CH2:28]6)=[CH:23][CH:22]=5)[CH:19]=4)[NH:14][CH:13]=3)/[N:10]=2)[CH2:3][CH2:2]1.Cl, predict the reaction product. The product is: [NH3:5].[CH:1]1([CH2:4][NH:5][C:6]2[NH:7][C:8](=[O:40])/[C:9](=[CH:11]/[C:12]3[C:20]4[C:15](=[N:16][CH:17]=[C:18]([C:21]5[CH:22]=[CH:23][C:24]([N:27]6[CH2:28][CH2:29][NH:30][CH2:31][CH2:32]6)=[CH:25][CH:26]=5)[CH:19]=4)[NH:14][CH:13]=3)/[N:10]=2)[CH2:3][CH2:2]1.